This data is from Full USPTO retrosynthesis dataset with 1.9M reactions from patents (1976-2016). The task is: Predict the reactants needed to synthesize the given product. (1) Given the product [CH2:27]([O:29][C:30]([CH:32]1[CH2:37][CH2:36][CH:35]([NH:38][C:19]2[N:18]=[C:17]([N:13]3[C:12]4[CH:11]=[CH:10][CH:9]=[C:8]([O:7][CH2:6][CH2:5][S:2]([CH3:1])(=[O:4])=[O:3])[C:16]=4[N:15]=[N:14]3)[CH:22]=[CH:21][N:20]=2)[CH2:34][CH2:33]1)=[O:31])[CH3:28], predict the reactants needed to synthesize it. The reactants are: [CH3:1][S:2]([CH2:5][CH2:6][O:7][C:8]1[C:16]2[N:15]=[N:14][N:13]([C:17]3[CH:22]=[CH:21][N:20]=[C:19](S(C)(=O)=O)[N:18]=3)[C:12]=2[CH:11]=[CH:10][CH:9]=1)(=[O:4])=[O:3].[CH2:27]([O:29][C:30]([CH:32]1[CH2:37][CH2:36][CH:35]([NH2:38])[CH2:34][CH2:33]1)=[O:31])[CH3:28]. (2) The reactants are: [Cl:1][C:2]1[C:3]([O:17][CH2:18][CH:19]2[CH2:22][C:21]([F:24])([F:23])[CH2:20]2)=[N:4][CH:5]=[C:6](B2OC(C)(C)C(C)(C)O2)[CH:7]=1.OO.S([O-])([O-:29])=S. Given the product [Cl:1][C:2]1[CH:7]=[C:6]([OH:29])[CH:5]=[N:4][C:3]=1[O:17][CH2:18][CH:19]1[CH2:22][C:21]([F:24])([F:23])[CH2:20]1, predict the reactants needed to synthesize it. (3) Given the product [CH3:27][C:10](=[CH2:11])[CH2:9][C@@H:8]([NH:12][P:13]([C:15]1[CH:16]=[CH:17][CH:18]=[CH:19][CH:20]=1)([C:21]1[CH:26]=[CH:25][CH:24]=[CH:23][CH:22]=1)=[O:14])[C:3]1[CH:4]=[CH:5][CH:6]=[CH:7][CH:2]=1, predict the reactants needed to synthesize it. The reactants are: F[C:2]1[CH:7]=[CH:6][CH:5]=[CH:4][C:3]=1[C@H:8]([NH:12][P:13]([C:21]1[CH:26]=[CH:25][CH:24]=[CH:23][CH:22]=1)([C:15]1[CH:20]=[CH:19][CH:18]=[CH:17][CH:16]=1)=[O:14])[CH2:9][CH:10]=[CH2:11].[CH2:27](B1OC(C)(C)C(C)(C)O1)C=C.